From a dataset of Reaction yield outcomes from USPTO patents with 853,638 reactions. Predict the reaction yield, written as a fraction of the theoretical maximum amount of product (1.0 means a 100% yield; for example, 0.34 means a 34% yield). (1) The reactants are Cl[C:2]1[N:7]=[C:6]([N:8]2[CH2:13][CH2:12][CH:11]([C:14]3[CH:19]=[CH:18][N:17]=[CH:16][CH:15]=3)[CH2:10][CH2:9]2)[CH:5]=[CH:4][N:3]=1.C([O-])([O-])=O.[Na+].[Na+].[CH:26]([NH:29][C:30](=[O:48])[CH2:31][O:32][C:33]1[CH:38]=[CH:37][CH:36]=[C:35](B2OC(C)(C)C(C)(C)O2)[CH:34]=1)([CH3:28])[CH3:27]. The catalyst is O1CCOCC1.O.C1C=CC(P(C2C=CC=CC=2)[C-]2C=CC=C2)=CC=1.C1C=CC(P(C2C=CC=CC=2)[C-]2C=CC=C2)=CC=1.Cl[Pd]Cl.[Fe+2]. The product is [CH:26]([NH:29][C:30](=[O:48])[CH2:31][O:32][C:33]1[CH:34]=[CH:35][CH:36]=[C:37]([C:2]2[N:7]=[C:6]([N:8]3[CH2:13][CH2:12][CH:11]([C:14]4[CH:19]=[CH:18][N:17]=[CH:16][CH:15]=4)[CH2:10][CH2:9]3)[CH:5]=[CH:4][N:3]=2)[CH:38]=1)([CH3:28])[CH3:27]. The yield is 0.352. (2) The reactants are [Cl:1][C:2]1[CH:8]=[C:7]([O:9][C:10]2[C:19]3[C:14](=[CH:15][C:16]([O:22][CH3:23])=[C:17]([O:20][CH3:21])[CH:18]=3)[N:13]=[CH:12][CH:11]=2)[CH:6]=[CH:5][C:3]=1[NH2:4].ClC(Cl)(O[C:28](=[O:34])OC(Cl)(Cl)Cl)Cl.[NH2:36][C:37]1[N:42]=[C:41]([CH3:43])[C:40]([Br:44])=[CH:39][CH:38]=1.CO. The catalyst is C(Cl)(Cl)Cl.C(N(CC)CC)C.ClCCl. The product is [Br:44][C:40]1[CH:39]=[CH:38][C:37]([NH:36][C:28]([NH:4][C:3]2[CH:5]=[CH:6][C:7]([O:9][C:10]3[C:19]4[C:14](=[CH:15][C:16]([O:22][CH3:23])=[C:17]([O:20][CH3:21])[CH:18]=4)[N:13]=[CH:12][CH:11]=3)=[CH:8][C:2]=2[Cl:1])=[O:34])=[N:42][C:41]=1[CH3:43]. The yield is 0.770. (3) The reactants are [C:1]([C:4]1[CH:11]=[C:10]([CH3:12])[C:7]([C:8]#[N:9])=[C:6]([I:13])[C:5]=1[OH:14])(=[O:3])[CH3:2].[C:15](=O)([O-])[O-].[K+].[K+].CI. The catalyst is CN(C)C=O.C(OCC)(=O)C. The product is [C:1]([C:4]1[CH:11]=[C:10]([CH3:12])[C:7]([C:8]#[N:9])=[C:6]([I:13])[C:5]=1[O:14][CH3:15])(=[O:3])[CH3:2]. The yield is 0.960. (4) The reactants are [Cl:1][C:2]1[C:7]([CH2:8][CH2:9][OH:10])=[C:6]([Cl:11])[N:5]=[CH:4][N:3]=1.[CH3:12][S:13](Cl)(=[O:15])=[O:14].C(N(CC)CC)C. The catalyst is C(Cl)Cl.CN(C1C=CN=CC=1)C. The product is [Cl:11][C:6]1[C:7]([CH2:8][CH2:9][O:10][S:13]([CH3:12])(=[O:15])=[O:14])=[C:2]([Cl:1])[N:3]=[CH:4][N:5]=1. The yield is 0.800. (5) The reactants are [Cl:1][C:2]1[C:24]([Cl:25])=[CH:23][CH:22]=[CH:21][C:3]=1[CH2:4][NH:5][C:6]1[C:11]([N+:12]([O-])=O)=[CH:10][CH:9]=[C:8]([N:15]2[CH2:20][CH2:19][O:18][CH2:17][CH2:16]2)[N:7]=1.[CH3:26][C:27](O)=O. The catalyst is [Fe]. The product is [Cl:1][C:2]1[C:24]([Cl:25])=[CH:23][CH:22]=[CH:21][C:3]=1[CH2:4][N:5]1[C:6]2=[N:7][C:8]([N:15]3[CH2:20][CH2:19][O:18][CH2:17][CH2:16]3)=[CH:9][CH:10]=[C:11]2[N:12]=[C:26]1[CH3:27]. The yield is 0.300.